The task is: Regression. Given two drug SMILES strings and cell line genomic features, predict the synergy score measuring deviation from expected non-interaction effect.. This data is from NCI-60 drug combinations with 297,098 pairs across 59 cell lines. (1) Drug 2: C1C(C(OC1N2C=C(C(=O)NC2=O)F)CO)O. Cell line: HL-60(TB). Drug 1: CN(CC1=CN=C2C(=N1)C(=NC(=N2)N)N)C3=CC=C(C=C3)C(=O)NC(CCC(=O)O)C(=O)O. Synergy scores: CSS=48.8, Synergy_ZIP=-0.265, Synergy_Bliss=-2.35, Synergy_Loewe=-20.1, Synergy_HSA=-3.74. (2) Drug 1: CN1CCC(CC1)COC2=C(C=C3C(=C2)N=CN=C3NC4=C(C=C(C=C4)Br)F)OC. Drug 2: C#CCC(CC1=CN=C2C(=N1)C(=NC(=N2)N)N)C3=CC=C(C=C3)C(=O)NC(CCC(=O)O)C(=O)O. Cell line: OVCAR-8. Synergy scores: CSS=-0.424, Synergy_ZIP=0.244, Synergy_Bliss=-2.66, Synergy_Loewe=-2.92, Synergy_HSA=-3.09. (3) Drug 1: CC1=C(C=C(C=C1)NC(=O)C2=CC=C(C=C2)CN3CCN(CC3)C)NC4=NC=CC(=N4)C5=CN=CC=C5. Drug 2: CCCCCOC(=O)NC1=NC(=O)N(C=C1F)C2C(C(C(O2)C)O)O. Cell line: IGROV1. Synergy scores: CSS=-2.99, Synergy_ZIP=0.683, Synergy_Bliss=-0.602, Synergy_Loewe=-4.47, Synergy_HSA=-4.97. (4) Drug 1: CC1C(C(CC(O1)OC2CC(OC(C2O)C)OC3=CC4=CC5=C(C(=O)C(C(C5)C(C(=O)C(C(C)O)O)OC)OC6CC(C(C(O6)C)O)OC7CC(C(C(O7)C)O)OC8CC(C(C(O8)C)O)(C)O)C(=C4C(=C3C)O)O)O)O. Drug 2: COCCOC1=C(C=C2C(=C1)C(=NC=N2)NC3=CC=CC(=C3)C#C)OCCOC.Cl. Cell line: KM12. Synergy scores: CSS=12.3, Synergy_ZIP=-0.435, Synergy_Bliss=-0.454, Synergy_Loewe=-0.347, Synergy_HSA=-0.0961. (5) Drug 1: CC1C(C(CC(O1)OC2CC(CC3=C2C(=C4C(=C3O)C(=O)C5=C(C4=O)C(=CC=C5)OC)O)(C(=O)CO)O)N)O.Cl. Drug 2: C1=CC(=CC=C1CCCC(=O)O)N(CCCl)CCCl. Cell line: SF-268. Synergy scores: CSS=3.57, Synergy_ZIP=-2.04, Synergy_Bliss=-1.19, Synergy_Loewe=0.515, Synergy_HSA=-0.0331.